This data is from NCI-60 drug combinations with 297,098 pairs across 59 cell lines. The task is: Regression. Given two drug SMILES strings and cell line genomic features, predict the synergy score measuring deviation from expected non-interaction effect. (1) Drug 1: C1=NC2=C(N=C(N=C2N1C3C(C(C(O3)CO)O)O)F)N. Drug 2: CCC(=C(C1=CC=CC=C1)C2=CC=C(C=C2)OCCN(C)C)C3=CC=CC=C3.C(C(=O)O)C(CC(=O)O)(C(=O)O)O. Cell line: CCRF-CEM. Synergy scores: CSS=41.0, Synergy_ZIP=0.179, Synergy_Bliss=2.65, Synergy_Loewe=-16.5, Synergy_HSA=1.44. (2) Drug 1: CCC1(CC2CC(C3=C(CCN(C2)C1)C4=CC=CC=C4N3)(C5=C(C=C6C(=C5)C78CCN9C7C(C=CC9)(C(C(C8N6C)(C(=O)OC)O)OC(=O)C)CC)OC)C(=O)OC)O.OS(=O)(=O)O. Drug 2: CC1CCCC2(C(O2)CC(NC(=O)CC(C(C(=O)C(C1O)C)(C)C)O)C(=CC3=CSC(=N3)C)C)C. Cell line: SNB-19. Synergy scores: CSS=34.2, Synergy_ZIP=3.61, Synergy_Bliss=-0.178, Synergy_Loewe=-11.3, Synergy_HSA=-2.16.